From a dataset of Reaction yield outcomes from USPTO patents with 853,638 reactions. Predict the reaction yield, written as a fraction of the theoretical maximum amount of product (1.0 means a 100% yield; for example, 0.34 means a 34% yield). The reactants are [F:1][C:2]([F:27])([F:26])[C:3]1[CH:4]=[C:5]([C:13]2[N:17]=[CH:16][N:15](/[CH:18]=[CH:19]\[C:20]([O:22]C(C)C)=[O:21])[N:14]=2)[CH:6]=[C:7]([C:9]([F:12])([F:11])[F:10])[CH:8]=1.[Li+].[OH-]. The catalyst is C1COCC1.O. The product is [F:27][C:2]([F:1])([F:26])[C:3]1[CH:4]=[C:5]([C:13]2[N:17]=[CH:16][N:15](/[CH:18]=[CH:19]\[C:20]([OH:22])=[O:21])[N:14]=2)[CH:6]=[C:7]([C:9]([F:10])([F:11])[F:12])[CH:8]=1. The yield is 0.940.